From a dataset of Forward reaction prediction with 1.9M reactions from USPTO patents (1976-2016). Predict the product of the given reaction. (1) The product is: [Br:7][CH2:8][CH2:9][O:21][C:20]1[C:19]([N+:22]([O-:24])=[O:23])=[CH:18][C:17]([C:25](=[O:27])[CH3:26])=[CH:16][C:15]=1[C:11]([CH3:14])([CH3:13])[CH3:12]. Given the reactants C(=O)([O-])[O-].[K+].[K+].[Br:7][CH2:8][CH2:9]Br.[C:11]([C:15]1[CH:16]=[C:17]([C:25](=[O:27])[CH3:26])[CH:18]=[C:19]([N+:22]([O-:24])=[O:23])[C:20]=1[OH:21])([CH3:14])([CH3:13])[CH3:12].C(OCC)(=O)C, predict the reaction product. (2) Given the reactants [N+:1]([C:4]1[CH:13]=[CH:12][C:7]([C:8]([NH:10][CH3:11])=[O:9])=[CH:6][C:5]=1[O:14][CH:15]1[CH2:19][CH2:18][O:17][CH2:16]1)([O-])=O, predict the reaction product. The product is: [NH2:1][C:4]1[CH:13]=[CH:12][C:7]([C:8]([NH:10][CH3:11])=[O:9])=[CH:6][C:5]=1[O:14][CH:15]1[CH2:19][CH2:18][O:17][CH2:16]1. (3) Given the reactants [C:1]([C:3]1[C:4]([N:18]2[CH2:23][CH2:22][NH:21][CH2:20][CH2:19]2)=[N:5][C:6]([C:14]([F:17])([F:16])[F:15])=[C:7]([CH:13]=1)[C:8]([O:10][CH2:11][CH3:12])=[O:9])#[N:2].[F:24][CH:25]([F:36])[O:26][C:27]1[CH:32]=[CH:31][C:30]([N:33]=[C:34]=[O:35])=[CH:29][CH:28]=1, predict the reaction product. The product is: [C:1]([C:3]1[C:4]([N:18]2[CH2:23][CH2:22][N:21]([C:34]([NH:33][C:30]3[CH:29]=[CH:28][C:27]([O:26][CH:25]([F:24])[F:36])=[CH:32][CH:31]=3)=[O:35])[CH2:20][CH2:19]2)=[N:5][C:6]([C:14]([F:15])([F:17])[F:16])=[C:7]([CH:13]=1)[C:8]([O:10][CH2:11][CH3:12])=[O:9])#[N:2]. (4) Given the reactants Cl(O)(=O)(=O)=O.[CH3:6][Si:7]([CH3:14])([CH3:13])O[Si:7]([CH3:14])([CH3:13])[CH3:6].[CH3:15][Si:16]([CH3:29])([CH3:28])[O:17][Si:18]([CH3:27])([O:24]CC)[O:19][Si:20]([CH3:23])([CH3:22])[CH3:21], predict the reaction product. The product is: [CH3:27][Si:18]([O:24][Si:7]([CH3:14])([CH3:13])[CH3:6])([O:19][Si:20]([CH3:23])([CH3:22])[CH3:21])[O:17][Si:16]([CH3:29])([CH3:28])[CH3:15]. (5) Given the reactants Br[C:2]1[N:6]([CH:7]([CH3:9])[CH3:8])[C:5]2[CH:10]([C:20]3[CH:25]=[CH:24][C:23]([Cl:26])=[CH:22][CH:21]=3)[N:11]([CH:14]3[CH2:19][CH2:18][O:17][CH2:16][CH2:15]3)[C:12](=[O:13])[C:4]=2[CH:3]=1.[CH3:27][O:28][C:29]1[CH:34]=[CH:33][CH:32]=[CH:31][C:30]=1B(O)O.BrC1N(C(C)C)C2C(C3C=CC(Cl)=CC=3)N(C3C=C(Cl)C=CC=3C)C(=O)C=2C=1.C(C1C=CC(OC)=C(B(O)O)C=1)#N, predict the reaction product. The product is: [Cl:26][C:23]1[CH:24]=[CH:25][C:20]([CH:10]2[C:5]3[N:6]([CH:7]([CH3:9])[CH3:8])[C:2]([C:30]4[CH:31]=[CH:32][CH:33]=[CH:34][C:29]=4[O:28][CH3:27])=[CH:3][C:4]=3[C:12](=[O:13])[N:11]2[CH:14]2[CH2:19][CH2:18][O:17][CH2:16][CH2:15]2)=[CH:21][CH:22]=1. (6) The product is: [CH2:15]=[CH:16][CH:17]=[CH2:18].[CH3:4][C:2]([C:1]([O:6][CH3:7])=[O:5])=[CH2:3].[CH2:32]=[CH:31][C:30]1[CH:25]=[CH:26][CH:27]=[CH:28][CH:29]=1. Given the reactants [C:1]([O:6][CH3:7])(=[O:5])[C:2]([CH3:4])=[CH2:3].C(OCC)(=O)C=C.[C:15]([O-])(=O)[CH2:16][CH2:17][CH2:18]CCCCCC[CH2:25][CH2:26][CH2:27][CH2:28][CH2:29][CH2:30][CH2:31][CH3:32].[K+].S(OOS([O-])(=O)=O)([O-])(=O)=O.[K+].[K+], predict the reaction product. (7) Given the reactants [NH2:1][C:2]1[N:7]=[C:6]([N:8]2[CH2:13][CH2:12][CH2:11][C@H:10]([C:14]([NH:16][CH:17]3[CH2:22][CH2:21][CH:20]([CH3:23])[CH2:19][CH2:18]3)=[O:15])[CH2:9]2)[CH:5]=[C:4]([C:24]2[CH:29]=[CH:28][C:27]([C:30]#[N:31])=[C:26](F)[CH:25]=2)[N:3]=1.CCN(C(C)C)C(C)C.[NH2:42][NH2:43], predict the reaction product. The product is: [NH2:1][C:2]1[N:7]=[C:6]([N:8]2[CH2:13][CH2:12][CH2:11][C@H:10]([C:14]([NH:16][CH:17]3[CH2:22][CH2:21][CH:20]([CH3:23])[CH2:19][CH2:18]3)=[O:15])[CH2:9]2)[CH:5]=[C:4]([C:24]2[CH:25]=[C:26]3[C:27]([C:30]([NH2:31])=[N:42][NH:43]3)=[CH:28][CH:29]=2)[N:3]=1. (8) The product is: [CH3:20][O:19][C:13]1[CH:12]=[C:11]([C:8]2[CH:9]=[CH:10][C:5]3[N:6]([C:2]([C:27]4[CH:28]=[N:29][CH:30]=[CH:31][CH:32]=4)=[C:3]([CH3:21])[N:4]=3)[N:7]=2)[CH:16]=[CH:15][C:14]=1[O:17][CH3:18]. Given the reactants Br[C:2]1[N:6]2[N:7]=[C:8]([C:11]3[CH:16]=[CH:15][C:14]([O:17][CH3:18])=[C:13]([O:19][CH3:20])[CH:12]=3)[CH:9]=[CH:10][C:5]2=[N:4][C:3]=1[CH3:21].COB([C:27]1[CH:28]=[N:29][CH:30]=[CH:31][CH:32]=1)OC.C([O-])([O-])=O.[K+].[K+].C1(C)C=CC=CC=1, predict the reaction product.